Predict the reactants needed to synthesize the given product. From a dataset of Full USPTO retrosynthesis dataset with 1.9M reactions from patents (1976-2016). (1) Given the product [F:47][C:48]([F:53])([F:52])[C:49]([OH:51])=[O:50].[CH2:54]([NH:56][C:57](=[O:103])[NH:1][C:2]([CH3:46])([CH3:45])[CH2:3][NH:4][C:5]([C:7]1[N:15]=[C:14]2[C:10]([N:11]=[CH:12][N:13]2[C@@H:16]2[CH2:20][C@H:19]([N:21]3[CH:25]=[C:24]([CH2:26][OH:27])[CH:23]=[N:22]3)[C@@H:18]([OH:28])[C@H:17]2[OH:29])=[C:9]([NH:30][CH2:31][CH:32]([C:39]2[CH:40]=[CH:41][CH:42]=[CH:43][CH:44]=2)[C:33]2[CH:34]=[CH:35][CH:36]=[CH:37][CH:38]=2)[N:8]=1)=[O:6])[CH3:55], predict the reactants needed to synthesize it. The reactants are: [NH2:1][C:2]([CH3:46])([CH3:45])[CH2:3][NH:4][C:5]([C:7]1[N:15]=[C:14]2[C:10]([N:11]=[CH:12][N:13]2[C@@H:16]2[CH2:20][C@H:19]([N:21]3[CH:25]=[C:24]([CH2:26][OH:27])[CH:23]=[N:22]3)[C@@H:18]([OH:28])[C@H:17]2[OH:29])=[C:9]([NH:30][CH2:31][CH:32]([C:39]2[CH:44]=[CH:43][CH:42]=[CH:41][CH:40]=2)[C:33]2[CH:38]=[CH:37][CH:36]=[CH:35][CH:34]=2)[N:8]=1)=[O:6].[F:47][C:48]([F:53])([F:52])[C:49]([OH:51])=[O:50].[CH2:54]([NH:56][C:57](=[O:103])NCCCNC(C1N=C2C(N=CN2[C@@H]2C[C@H](N3C=C(CO)C=N3)[C@@H](O)[C@H]2O)=C(NCC(C2C=CC=CC=2)C2C=CC=CC=2)N=1)=O)[CH3:55]. (2) Given the product [C:1]([O:5][C:6]([N:8]1[C@@H:12]([CH2:13][C:14]2[CH:15]=[CH:16][C:17]([O:20][C:24]3[CH:29]=[CH:28][C:27]([O:30][CH3:31])=[CH:26][CH:25]=3)=[CH:18][CH:19]=2)[CH2:11][O:10][C:9]1([CH3:22])[CH3:21])=[O:7])([CH3:4])([CH3:2])[CH3:3], predict the reactants needed to synthesize it. The reactants are: [C:1]([O:5][C:6]([N:8]1[C@@H:12]([CH2:13][C:14]2[CH:19]=[CH:18][C:17]([OH:20])=[CH:16][CH:15]=2)[CH2:11][O:10][C:9]1([CH3:22])[CH3:21])=[O:7])([CH3:4])([CH3:3])[CH3:2].I[C:24]1[CH:29]=[CH:28][C:27]([O:30][CH3:31])=[CH:26][CH:25]=1.CN(C)CC(O)=O.C(=O)([O-])[O-].[Cs+].[Cs+]. (3) The reactants are: [NH2:1][C:2]([NH2:4])=[S:3].C[O:6][C:7]([C:9]1[C:18]2[C:13](=[CH:14][C:15]([CH2:19][C:20](=O)[CH2:21][C:22](OCC)=[O:23])=[CH:16][CH:17]=2)[CH:12]=[CH:11][CH:10]=1)=[O:8].[Li+].[OH-]. Given the product [O:23]=[C:22]1[NH:4][C:2](=[S:3])[NH:1][C:20]([CH2:19][C:15]2[CH:14]=[C:13]3[C:18](=[CH:17][CH:16]=2)[C:9]([C:7]([OH:8])=[O:6])=[CH:10][CH:11]=[CH:12]3)=[CH:21]1, predict the reactants needed to synthesize it. (4) Given the product [Cl:1][C:2]1[CH:7]=[C:6]([S:8][C:9]([F:10])([F:12])[F:11])[CH:5]=[CH:4][C:3]=1[N:13]([CH3:27])[C:14]([N:16]([C:17](=[O:26])[C:18]1[C:19]([F:25])=[CH:20][CH:21]=[CH:22][C:23]=1[F:24])[CH3:30])=[O:15], predict the reactants needed to synthesize it. The reactants are: [Cl:1][C:2]1[CH:7]=[C:6]([S:8][C:9]([F:12])([F:11])[F:10])[CH:5]=[CH:4][C:3]=1[N:13]([CH3:27])[C:14]([NH:16][C:17](=[O:26])[C:18]1[C:23]([F:24])=[CH:22][CH:21]=[CH:20][C:19]=1[F:25])=[O:15].[H-].[Na+].[CH3:30]I.[Cl-].[NH4+]. (5) The reactants are: [CH3:1][C:2]([CH3:22])([CH3:21])[CH2:3][N:4]([CH2:13][C:14]1[CH:19]=[CH:18][C:17](I)=[CH:16][CH:15]=1)[C:5]1[CH:10]=[CH:9][N:8]=[C:7]([C:11]#[N:12])[N:6]=1.[CH:23]([CH:25]=[CH2:26])=O.C([N:29](CC)CC)C.O. Given the product [C:23](/[CH:25]=[CH:26]/[C:17]1[CH:18]=[CH:19][C:14]([CH2:13][N:4]([CH2:3][C:2]([CH3:22])([CH3:21])[CH3:1])[C:5]2[CH:10]=[CH:9][N:8]=[C:7]([C:11]#[N:12])[N:6]=2)=[CH:15][CH:16]=1)#[N:29], predict the reactants needed to synthesize it. (6) Given the product [CH:79]1([C:77]([NH:76][C:71]2[N:72]=[CH:73][C:74]3[C:69]([CH:70]=2)=[CH:68][CH:67]=[C:66]([C:64]2[CH:65]=[C:60]([NH:59][C:53](=[O:56])[C:2]4[CH:7]=[CH:6][C:5]([CH:8]5[CH2:12][CH2:11][CH2:10][N:9]5[CH3:13])=[CH:4][CH:3]=4)[CH:61]=[CH:62][C:63]=2[CH3:82])[CH:75]=3)=[O:78])[CH2:80][CH2:81]1, predict the reactants needed to synthesize it. The reactants are: Br[C:2]1[CH:7]=[CH:6][C:5]([CH:8]2[CH2:12][CH2:11][CH2:10][N:9]2[CH3:13])=[CH:4][CH:3]=1.F[B-](F)(F)F.F[B-](F)(F)F.C1(P(C2CCCCC2)CCCP(C2CCCCC2)C2CCCCC2)CCCCC1.[C:53](=[O:56])([O-])[O-].[K+].[K+].[NH2:59][C:60]1[CH:61]=[CH:62][C:63]([CH3:82])=[C:64]([C:66]2[CH:75]=[C:74]3[C:69]([CH:70]=[C:71]([NH:76][C:77]([CH:79]4[CH2:81][CH2:80]4)=[O:78])[N:72]=[CH:73]3)=[CH:68][CH:67]=2)[CH:65]=1.CN(C)C=O. (7) Given the product [OH:23][CH2:24][C:25]1[CH:30]=[CH:29][CH:28]=[CH:27][C:26]=1[C:17]1[N:16]=[C:15]([N:9]2[C:10]([C:11]([F:14])([F:13])[F:12])=[C:6]([C:4]([O:3][CH2:1][CH3:2])=[O:5])[CH:7]=[N:8]2)[CH:20]=[CH:19][CH:18]=1, predict the reactants needed to synthesize it. The reactants are: [CH2:1]([O:3][C:4]([C:6]1[CH:7]=[N:8][N:9]([C:15]2[CH:20]=[CH:19][CH:18]=[C:17](Cl)[N:16]=2)[C:10]=1[C:11]([F:14])([F:13])[F:12])=[O:5])[CH3:2].B1(O)[C:26]2[CH:27]=[CH:28][CH:29]=[CH:30][C:25]=2[CH2:24][O:23]1.C([O-])([O-])=O.[Na+].[Na+].